From a dataset of Full USPTO retrosynthesis dataset with 1.9M reactions from patents (1976-2016). Predict the reactants needed to synthesize the given product. (1) Given the product [C:29]([O:28][C:26]([N:8]1[CH2:15][C@H:14]2[C@H:10]([CH2:11][CH2:12][CH2:13]2)[C@H:9]1[CH2:16][OH:17])=[O:27])([CH3:30])([CH3:31])[CH3:32], predict the reactants needed to synthesize it. The reactants are: C([N:8]1[CH2:15][C@H:14]2[C@H:10]([CH2:11][CH2:12][CH2:13]2)[C@H:9]1[CH2:16][OH:17])C1C=CC=CC=1.[CH3:30][C:29]([O:28][C:26](O[C:26]([O:28][C:29]([CH3:32])([CH3:31])[CH3:30])=[O:27])=[O:27])([CH3:32])[CH3:31]. (2) Given the product [Cl:22][C:11]1[N:12]=[C:13]([N:16]2[CH2:17][CH2:18][O:19][CH2:20][CH2:21]2)[C:14]2[N:15]=[C:6]([CH2:5][OH:4])[CH:7]=[CH:8][C:9]=2[N:10]=1, predict the reactants needed to synthesize it. The reactants are: C([O:4][CH2:5][C:6]1[CH:7]=[CH:8][C:9]2[N:10]=[C:11]([Cl:22])[N:12]=[C:13]([N:16]3[CH2:21][CH2:20][O:19][CH2:18][CH2:17]3)[C:14]=2[N:15]=1)(=O)C.[OH-].[Li+].